This data is from Full USPTO retrosynthesis dataset with 1.9M reactions from patents (1976-2016). The task is: Predict the reactants needed to synthesize the given product. Given the product [CH3:1][O:2][CH2:3][CH2:4][O:5][C:6]1[CH:12]=[CH:11][C:9]([NH:10][C:20](=[O:21])[O:22][C:23]2[CH:24]=[CH:25][C:26]([N+:29]([O-:31])=[O:30])=[CH:27][CH:28]=2)=[CH:8][CH:7]=1, predict the reactants needed to synthesize it. The reactants are: [CH3:1][O:2][CH2:3][CH2:4][O:5][C:6]1[CH:12]=[CH:11][C:9]([NH2:10])=[CH:8][CH:7]=1.N1C=CC=CC=1.Cl[C:20]([O:22][C:23]1[CH:28]=[CH:27][C:26]([N+:29]([O-:31])=[O:30])=[CH:25][CH:24]=1)=[O:21].